This data is from Catalyst prediction with 721,799 reactions and 888 catalyst types from USPTO. The task is: Predict which catalyst facilitates the given reaction. Reactant: [CH3:1][CH:2]1[CH2:6][CH2:5][CH2:4][N:3]1[C:7]1[N:12]=[C:11]([NH:13][C:14]2[C:15]3[N:16]([CH:30]=[CH:31][N:32]=3)[N:17]=[C:18]([C:20]3[CH:21]=[C:22]([CH:27]=[CH:28][CH:29]=3)[C:23]([O:25]C)=[O:24])[CH:19]=2)[CH:10]=[CH:9][CH:8]=1.[OH-].[Na+]. Product: [CH3:1][CH:2]1[CH2:6][CH2:5][CH2:4][N:3]1[C:7]1[N:12]=[C:11]([NH:13][C:14]2[C:15]3[N:16]([CH:30]=[CH:31][N:32]=3)[N:17]=[C:18]([C:20]3[CH:21]=[C:22]([CH:27]=[CH:28][CH:29]=3)[C:23]([OH:25])=[O:24])[CH:19]=2)[CH:10]=[CH:9][CH:8]=1. The catalyst class is: 38.